From a dataset of Forward reaction prediction with 1.9M reactions from USPTO patents (1976-2016). Predict the product of the given reaction. (1) Given the reactants [NH2:1][CH2:2][C:3]1[CH:4]=[C:5]([CH:8]=[C:9]([N:11]([CH3:13])[CH3:12])[CH:10]=1)[O:6][CH2+:7].[O:14]1[CH2:16][C@@H:15]1[C@@H:17]([NH:25][C:26](=[O:32])[O:27][C:28]([CH3:31])([CH3:30])[CH3:29])[CH2:18][C:19]1[CH:24]=[CH:23][CH:22]=[CH:21][CH:20]=1, predict the reaction product. The product is: [CH3:13][N:11]([CH3:12])[C:9]1[CH:10]=[C:3]([CH:4]=[C:5]([O:6][CH3:7])[CH:8]=1)[CH2:2][NH:1][CH2:16][C@@H:15]([OH:14])[C@@H:17]([NH:25][C:26](=[O:32])[O:27][C:28]([CH3:30])([CH3:29])[CH3:31])[CH2:18][C:19]1[CH:24]=[CH:23][CH:22]=[CH:21][CH:20]=1. (2) Given the reactants [CH3:1][C:2]1[C:6]([C:7]2[CH:16]=[C:15]3[C:10]([C:11]([OH:17])=[CH:12][CH:13]=[N:14]3)=[CH:9][CH:8]=2)=[C:5]([CH3:18])[O:4][N:3]=1.[N+:19]([O-])([OH:21])=[O:20], predict the reaction product. The product is: [CH3:1][C:2]1[C:6]([C:7]2[CH:16]=[C:15]3[C:10]([C:11]([OH:17])=[C:12]([N+:19]([O-:21])=[O:20])[CH:13]=[N:14]3)=[CH:9][CH:8]=2)=[C:5]([CH3:18])[O:4][N:3]=1.